From a dataset of Catalyst prediction with 721,799 reactions and 888 catalyst types from USPTO. Predict which catalyst facilitates the given reaction. Reactant: [Cl:1][C:2]1[CH:3]=[CH:4][C:5]([C:21]#[N:22])=[C:6]([C:8]2[C:13]([O:14][CH3:15])=[CH:12][N:11]([CH2:16][C:17]([OH:19])=O)[C:10](=[O:20])[CH:9]=2)[CH:7]=1.[NH2:23][C:24]1[CH:36]=[CH:35][C:27]([C:28]([O:30][C:31]([CH3:34])([CH3:33])[CH3:32])=[O:29])=[CH:26][CH:25]=1.CN(C(ON1N=NC2C=CC=NC1=2)=[N+](C)C)C.F[P-](F)(F)(F)(F)F.C(N(CC)C(C)C)(C)C. Product: [Cl:1][C:2]1[CH:3]=[CH:4][C:5]([C:21]#[N:22])=[C:6]([C:8]2[C:13]([O:14][CH3:15])=[CH:12][N:11]([CH2:16][C:17]([NH:23][C:24]3[CH:36]=[CH:35][C:27]([C:28]([O:30][C:31]([CH3:32])([CH3:33])[CH3:34])=[O:29])=[CH:26][CH:25]=3)=[O:19])[C:10](=[O:20])[CH:9]=2)[CH:7]=1. The catalyst class is: 9.